This data is from Full USPTO retrosynthesis dataset with 1.9M reactions from patents (1976-2016). The task is: Predict the reactants needed to synthesize the given product. (1) Given the product [C:8]([O:11][CH2:12][C:13]([CH3:42])([CH3:43])[CH2:14][N:15]1[C:21]2[CH:22]=[CH:23][C:24]([Cl:52])=[CH:25][C:20]=2[C@H:19]([C:27]2[CH:50]=[CH:49][CH:48]=[C:31]([CH3:30])[C:32]=2[CH3:1])[O:18][C@H:17]([CH2:37][C:38]([NH:53][C:54]2[CH:59]=[CH:58][C:57]([O:60][C:61]([F:67])([F:68])[C:62]([O:64][CH2:65][CH3:66])=[O:63])=[CH:56][CH:55]=2)=[O:39])[C:16]1=[O:41])(=[O:10])[CH3:9], predict the reactants needed to synthesize it. The reactants are: [CH2:1](N(CC)CC)C.[C:8]([O:11][CH2:12][C:13]([CH3:43])([CH3:42])[CH2:14][N:15]1[C:21]2[CH:22]=[CH:23][C:24](Cl)=[CH:25][C:20]=2[C@@H:19]([C:27]2[CH:32]=[CH:31][CH:30]=C(OC)C=2OC)[O:18][C@H:17]([CH2:37][C:38](O)=[O:39])[C:16]1=[O:41])(=[O:10])[CH3:9].ClC(O[CH2:48][CH:49](C)[CH3:50])=O.[ClH:52].[NH2:53][C:54]1[CH:59]=[CH:58][C:57]([O:60][C:61]([F:68])([F:67])[C:62]([O:64][CH2:65][CH3:66])=[O:63])=[CH:56][CH:55]=1.N1C=CC=CC=1.Cl. (2) Given the product [C:1]([O:4][C@H:5]([CH3:22])[CH2:6][CH2:7][CH2:8][CH2:9][N:10]1[C:19](=[O:20])[C:18]2[NH:17][C:16]([Br:28])=[N:15][C:14]=2[N:13]([CH3:21])[C:11]1=[O:12])(=[O:3])[CH3:2], predict the reactants needed to synthesize it. The reactants are: [C:1]([O:4][C@H:5]([CH3:22])[CH2:6][CH2:7][CH2:8][CH2:9][N:10]1[C:19](=[O:20])[C:18]2[NH:17][CH:16]=[N:15][C:14]=2[N:13]([CH3:21])[C:11]1=[O:12])(=[O:3])[CH3:2].C([O-])(=O)C.[Na+].[Br:28]Br. (3) Given the product [F:35][C:5]([F:4])([F:34])[C:6]1[CH:7]=[CH:8][C:9](/[CH:10]=[CH:11]/[CH:12]=[CH:49]/[C@H:46]2[CH2:45][CH2:44][C@H:43]([S:42][CH2:41][C:40]3[CH:51]=[CH:52][C:37]([Cl:36])=[CH:38][CH:39]=3)[CH2:48][CH2:47]2)=[CH:32][CH:33]=1, predict the reactants needed to synthesize it. The reactants are: [H-].[Na+].[Cl-].[F:4][C:5]([F:35])([F:34])[C:6]1[CH:33]=[CH:32][C:9](/[CH:10]=[CH:11]/[CH2:12][P+](C2C=CC=CC=2)(C2C=CC=CC=2)C2C=CC=CC=2)=[CH:8][CH:7]=1.[Cl:36][C:37]1[CH:52]=[CH:51][C:40]([CH2:41][S:42][C@H:43]2[CH2:48][CH2:47][C@H:46]([CH:49]=O)[CH2:45][CH2:44]2)=[CH:39][CH:38]=1. (4) Given the product [CH3:11][O:12][C:2]1[C:7]2[S:8][CH:9]=[CH:10][C:6]=2[CH:5]=[CH:4][CH:3]=1, predict the reactants needed to synthesize it. The reactants are: Br[C:2]1[C:7]2[S:8][CH:9]=[CH:10][C:6]=2[CH:5]=[CH:4][CH:3]=1.[CH3:11][O-:12].[Na+].O. (5) Given the product [CH3:11][C:12]1[C:16]([CH2:17][O:18][C:19]2[CH:20]=[CH:21][C:22]([S:25]([NH:10][C:4]3[C:3]([CH2:1][CH3:2])=[CH:8][CH:7]=[C:6]([CH3:9])[N:5]=3)(=[O:27])=[O:26])=[CH:23][CH:24]=2)=[C:15]([CH3:29])[O:14][N:13]=1, predict the reactants needed to synthesize it. The reactants are: [CH2:1]([C:3]1[C:4]([NH2:10])=[N:5][C:6]([CH3:9])=[CH:7][CH:8]=1)[CH3:2].[CH3:11][C:12]1[C:16]([CH2:17][O:18][C:19]2[CH:24]=[CH:23][C:22]([S:25](Cl)(=[O:27])=[O:26])=[CH:21][CH:20]=2)=[C:15]([CH3:29])[O:14][N:13]=1. (6) Given the product [Cl:1][C:2]1[CH:7]=[CH:6][C:5]([C:8]2[N:32]([CH2:31][C:30]([F:34])([F:33])[F:29])[C:21]([C:20]3[C:19]([Cl:18])=[CH:26][CH:25]=[CH:24][C:23]=3[Cl:27])=[N:39][C:9]=2[C:11]2[CH:16]=[CH:15][N:14]=[CH:13][CH:12]=2)=[CH:4][CH:3]=1, predict the reactants needed to synthesize it. The reactants are: [Cl:1][C:2]1[CH:7]=[CH:6][C:5]([C:8](=O)[C:9]([C:11]2[CH:16]=[CH:15][N:14]=[CH:13][CH:12]=2)=O)=[CH:4][CH:3]=1.[Cl:18][C:19]1[CH:26]=[CH:25][CH:24]=[C:23]([Cl:27])[C:20]=1[CH:21]=O.Cl.[F:29][C:30]([F:34])([F:33])[CH2:31][NH2:32].C([O-])(=O)C.[NH4+:39]. (7) Given the product [CH3:25]/[C:16](=[CH:15]\[CH2:14][C:4]1[C:3](=[O:2])[C:8]([CH3:9])=[C:7]([CH3:10])[C:6](=[O:11])[C:5]=1[CH3:13])/[CH2:17][CH2:18][CH2:19][CH2:20][NH:21][C:22](=[O:24])[CH3:23], predict the reactants needed to synthesize it. The reactants are: C[O:2][C:3]1[C:8]([CH3:9])=[C:7]([CH3:10])[C:6]([O:11]C)=[C:5]([CH3:13])[C:4]=1[CH2:14]/[CH:15]=[C:16](\[CH3:25])/[CH2:17][CH2:18][CH2:19][CH2:20][NH:21][C:22](=[O:24])[CH3:23]. (8) Given the product [CH3:22][C:6]1[CH:5]=[C:4]([OH:23])[CH:3]=[C:2]([CH3:1])[C:7]=1[CH2:8][C:9]1[CH:14]=[CH:13][C:12]([OH:15])=[C:11]([CH:19]([CH3:20])[CH3:21])[CH:10]=1, predict the reactants needed to synthesize it. The reactants are: [CH3:1][C:2]1[CH:3]=[C:4]([OH:23])[CH:5]=[C:6]([CH3:22])[C:7]=1[CH2:8][C:9]1[CH:14]=[CH:13][C:12]([O:15]COC)=[C:11]([CH:19]([CH3:21])[CH3:20])[CH:10]=1.Cl.